This data is from Reaction yield outcomes from USPTO patents with 853,638 reactions. The task is: Predict the reaction yield, written as a fraction of the theoretical maximum amount of product (1.0 means a 100% yield; for example, 0.34 means a 34% yield). The reactants are C(OC(=O)C(N)(C1C=CC2C(=CC=C(O[C@H]3CC[C@H](C(C)(C)C)CC3)C=2)N=1)C)C.C(O)(C(F)(F)F)=O.[CH2:37]([O:39][C:40](=[O:71])[C:41]([C:46]1[CH:55]=[CH:54][C:53]2[C:48](=[CH:49][CH:50]=[C:51]([O:60][C@H:61]3[CH2:66][CH2:65][C@H:64]([C:67]([CH3:70])([CH3:69])[CH3:68])[CH2:63][CH2:62]3)[C:52]=2[C:56]([F:59])([F:58])[F:57])[N:47]=1)([N+:43]([O-])=O)[CH3:42])[CH3:38]. No catalyst specified. The product is [CH2:37]([O:39][C:40](=[O:71])[C:41]([NH2:43])([C:46]1[CH:55]=[CH:54][C:53]2[C:48](=[CH:49][CH:50]=[C:51]([O:60][C@H:61]3[CH2:62][CH2:63][C@H:64]([C:67]([CH3:70])([CH3:69])[CH3:68])[CH2:65][CH2:66]3)[C:52]=2[C:56]([F:57])([F:59])[F:58])[N:47]=1)[CH3:42])[CH3:38]. The yield is 0.200.